This data is from Forward reaction prediction with 1.9M reactions from USPTO patents (1976-2016). The task is: Predict the product of the given reaction. (1) Given the reactants [CH2:1]([C:3]1[CH:8]=[CH:7][C:6]([C@H:9]2[CH2:14][C@@H:13]([C:15](F)([F:17])[F:16])[N:12]3[N:19]=[CH:20][C:21]([C:22]([OH:24])=[O:23])=[C:11]3[NH:10]2)=[CH:5][CH:4]=1)[CH3:2].FC(F)[C@H]1N2N=CC(C(OCC)=O)=C2N[C@@H](C2C=CC(CC)=CC=2)C1.[OH-].[K+], predict the reaction product. The product is: [F:17][CH:15]([F:16])[C@H:13]1[N:12]2[N:19]=[CH:20][C:21]([C:22]([OH:24])=[O:23])=[C:11]2[NH:10][C@@H:9]([C:6]2[CH:5]=[CH:4][C:3]([CH2:1][CH3:2])=[CH:8][CH:7]=2)[CH2:14]1. (2) Given the reactants [Br:1][C:2]1[CH:7]=[CH:6][C:5]([C:8]2[CH:9]=[N:10][NH:11][CH:12]=2)=[CH:4][CH:3]=1.C(=O)(OC(C)(C)C)[O:14][C:15]([O:17][C:18]([CH3:21])([CH3:20])[CH3:19])=O, predict the reaction product. The product is: [Br:1][C:2]1[CH:3]=[CH:4][C:5]([C:8]2[CH:12]=[N:11][N:10]([C:15]([O:17][C:18]([CH3:21])([CH3:20])[CH3:19])=[O:14])[CH:9]=2)=[CH:6][CH:7]=1.